From a dataset of Catalyst prediction with 721,799 reactions and 888 catalyst types from USPTO. Predict which catalyst facilitates the given reaction. (1) Reactant: [O:1]=[C:2]([C:8]1[CH:13]=[CH:12][CH:11]=[CH:10][CH:9]=1)[CH2:3][CH2:4][C:5]([OH:7])=[O:6].[CH2:14](O)[CH3:15].Cl.CN(C)CCCN=C=NCC. Product: [O:1]=[C:2]([C:8]1[CH:13]=[CH:12][CH:11]=[CH:10][CH:9]=1)[CH2:3][CH2:4][C:5]([O:7][CH2:14][CH3:15])=[O:6]. The catalyst class is: 468. (2) Reactant: [CH3:1][C:2]1([CH3:17])[CH2:7][CH2:6][CH:5]([N+:8]([O-])=O)[CH:4]([C:11]2[CH:16]=[CH:15][CH:14]=[CH:13][CH:12]=2)[NH:3]1.Cl. Product: [CH3:1][C:2]1([CH3:17])[NH:3][CH:4]([C:11]2[CH:16]=[CH:15][CH:14]=[CH:13][CH:12]=2)[CH:5]([NH2:8])[CH2:6][CH2:7]1. The catalyst class is: 324. (3) Reactant: C[O:2][C:3]([C:5]1([C:8]2[CH:13]=[CH:12][C:11]([C:14]3[CH:19]=[CH:18][C:17]([N:20]4[C:24]([NH:25][C:26]([O:28][C@@H:29]([C:31]5[CH:36]=[CH:35][CH:34]=[CH:33][CH:32]=5)[CH3:30])=[O:27])=[C:23]([CH3:37])[N:22]=[N:21]4)=[CH:16][CH:15]=3)=[CH:10][C:9]=2[F:38])[CH2:7][CH2:6]1)=[O:4].C1COCC1.CO.[OH-].[Na+]. Product: [F:38][C:9]1[CH:10]=[C:11]([C:14]2[CH:15]=[CH:16][C:17]([N:20]3[C:24]([NH:25][C:26]([O:28][C@@H:29]([C:31]4[CH:32]=[CH:33][CH:34]=[CH:35][CH:36]=4)[CH3:30])=[O:27])=[C:23]([CH3:37])[N:22]=[N:21]3)=[CH:18][CH:19]=2)[CH:12]=[CH:13][C:8]=1[C:5]1([C:3]([OH:4])=[O:2])[CH2:6][CH2:7]1. The catalyst class is: 6. (4) Reactant: [CH2:1]([CH:5]1[CH2:10][CH2:9][NH:8][CH2:7][CH2:6]1)[CH2:2][CH2:3][CH3:4].Cl[CH2:12][CH2:13][CH2:14]I.C([O-])([O-])=O.[K+].[K+].[CH2:22](O)[CH3:23]. Product: [CH2:1]([CH:5]1[CH2:10][CH2:9][N:8]([CH2:12][CH2:13][CH2:14][N:8]2[CH2:9][CH2:10][CH:5]([CH2:1][CH2:2][CH2:22][CH3:23])[CH2:6][CH2:7]2)[CH2:7][CH2:6]1)[CH2:2][CH2:3][CH3:4]. The catalyst class is: 84. (5) Reactant: CS(O[CH2:6][C:7]1[O:8][CH:9]=[C:10]([O:14][CH2:15][CH2:16][CH2:17][CH2:18][CH2:19][O:20][C:21]2[C:30]3[C:25](=[CH:26][CH:27]=[CH:28][CH:29]=3)[N:24]=[CH:23][N:22]=2)[C:11](=[O:13])[CH:12]=1)(=O)=O.[CH3:31][N:32]1[CH2:37][CH2:36][NH:35][CH2:34][CH2:33]1. Product: [N:24]1[C:25]2[C:30](=[CH:29][CH:28]=[CH:27][CH:26]=2)[C:21]([O:20][CH2:19][CH2:18][CH2:17][CH2:16][CH2:15][O:14][C:10]2[C:11](=[O:13])[CH:12]=[C:7]([CH2:6][N:35]3[CH2:36][CH2:37][N:32]([CH3:31])[CH2:33][CH2:34]3)[O:8][CH:9]=2)=[N:22][CH:23]=1. The catalyst class is: 4. (6) Reactant: [OH:1][CH2:2][C@H:3]1[NH:8][CH2:7][CH2:6][N:5]([C:9]([O:11][C:12]([CH3:15])([CH3:14])[CH3:13])=[O:10])[CH2:4]1.C(N(CC)CC)C.[F:23][C:24]([F:35])([F:34])[C:25](O[C:25](=[O:26])[C:24]([F:35])([F:34])[F:23])=[O:26]. Product: [OH:1][CH2:2][C@H:3]1[N:8]([C:25](=[O:26])[C:24]([F:35])([F:34])[F:23])[CH2:7][CH2:6][N:5]([C:9]([O:11][C:12]([CH3:15])([CH3:14])[CH3:13])=[O:10])[CH2:4]1. The catalyst class is: 4. (7) Reactant: Cl[CH2:2][C:3]1[N:8]=[C:7]([CH2:9][C:10]([CH3:13])([CH3:12])[CH3:11])[C:6]([C:14]2[CH:19]=[C:18]([O:20][CH3:21])[CH:17]=[CH:16][C:15]=2[F:22])=[CH:5][CH:4]=1.[CH:23]1([CH:26]([C:32]2[CH:37]=[CH:36][C:35]([F:38])=[C:34]([OH:39])[CH:33]=2)[CH2:27][C:28]([O:30][CH3:31])=[O:29])[CH2:25][CH2:24]1.C(=O)([O-])[O-].[Cs+].[Cs+]. Product: [CH:23]1([CH:26]([C:32]2[CH:37]=[CH:36][C:35]([F:38])=[C:34]([O:39][CH2:2][C:3]3[CH:4]=[CH:5][C:6]([C:14]4[CH:19]=[C:18]([O:20][CH3:21])[CH:17]=[CH:16][C:15]=4[F:22])=[C:7]([CH2:9][C:10]([CH3:13])([CH3:12])[CH3:11])[N:8]=3)[CH:33]=2)[CH2:27][C:28]([O:30][CH3:31])=[O:29])[CH2:24][CH2:25]1. The catalyst class is: 10.